From a dataset of Full USPTO retrosynthesis dataset with 1.9M reactions from patents (1976-2016). Predict the reactants needed to synthesize the given product. (1) Given the product [CH:13]1([N:18]2[CH2:23][CH2:22][CH:21]([O:24][C:25]3[N:30]=[CH:29][C:28]([C:42]4[CH:41]=[CH:40][C:39]([C:37]([N:32]5[CH2:33][CH2:34][CH2:35][CH2:36]5)=[O:38])=[CH:44][CH:43]=4)=[CH:27][N:26]=3)[CH2:20][CH2:19]2)[CH2:17][CH2:16][CH2:15][CH2:14]1, predict the reactants needed to synthesize it. The reactants are: COCCOC.C(=O)([O-])[O-].[Na+].[Na+].[CH:13]1([N:18]2[CH2:23][CH2:22][CH:21]([O:24][C:25]3[N:30]=[CH:29][C:28](Br)=[CH:27][N:26]=3)[CH2:20][CH2:19]2)[CH2:17][CH2:16][CH2:15][CH2:14]1.[N:32]1([C:37]([C:39]2[CH:44]=[CH:43][C:42](B(O)O)=[CH:41][CH:40]=2)=[O:38])[CH2:36][CH2:35][CH2:34][CH2:33]1. (2) The reactants are: [O:1]([C:8]1[C:9]([NH:21][C:22]2[S:26][N:25]=[C:24]([CH:27]3[CH2:32][CH2:31][N:30](C(OC(C)(C)C)=O)[CH2:29][CH2:28]3)[N:23]=2)=[N:10][CH:11]=[C:12]([S:14][C:15]2[CH:20]=[CH:19][CH:18]=[CH:17][N:16]=2)[CH:13]=1)[C:2]1[CH:7]=[CH:6][CH:5]=[CH:4][CH:3]=1. Given the product [O:1]([C:8]1[C:9]([NH:21][C:22]2[S:26][N:25]=[C:24]([CH:27]3[CH2:32][CH2:31][NH:30][CH2:29][CH2:28]3)[N:23]=2)=[N:10][CH:11]=[C:12]([S:14][C:15]2[CH:20]=[CH:19][CH:18]=[CH:17][N:16]=2)[CH:13]=1)[C:2]1[CH:7]=[CH:6][CH:5]=[CH:4][CH:3]=1, predict the reactants needed to synthesize it. (3) Given the product [CH2:1]([NH:3][CH2:10][C:5]1[CH:6]=[CH:7][CH:8]=[CH:9][N:4]=1)[CH3:2], predict the reactants needed to synthesize it. The reactants are: [CH2:1]([NH2:3])[CH3:2].[N:4]1[CH:9]=[CH:8][CH:7]=[CH:6][C:5]=1[CH:10]=O. (4) Given the product [OH:9][C:8]1[CH:10]=[CH:11][C:3](/[CH:2]=[CH:19]/[C:20]([O:22][CH2:23][CH3:24])=[O:21])=[CH:4][C:5]=1[O:6][CH3:7], predict the reactants needed to synthesize it. The reactants are: O=[CH:2][C:3]1[CH:11]=[CH:10][C:8]([OH:9])=[C:5]([O:6][CH3:7])[CH:4]=1.C1(P(C2C=CC=CC=2)(C2C=CC=CC=2)=[CH:19][C:20]([O:22][CH2:23][CH3:24])=[O:21])C=CC=CC=1. (5) Given the product [S:18]1[C:17]2=[CH:16][N:5]=[CH:4][CH:3]=[C:21]2[CH:20]=[CH:19]1, predict the reactants needed to synthesize it. The reactants are: CO[CH:3](OC)[CH2:4][N:5]([CH2:16][C:17]1[S:18][CH:19]=[CH:20][CH:21]=1)S(C1C=CC(C)=CC=1)(=O)=O.Cl.[OH-].[Na+]. (6) Given the product [F:68][C:67]1[CH:66]=[CH:65][C:63]([NH:64][C:32]([C:28]2[O:27][C:26]([CH3:25])=[N:30][C:29]=2[CH3:31])=[O:34])=[CH:62][C:61]=1[C:59]1[N:60]=[C:55]2[N:54]=[CH:53][C:52]([OH:51])=[CH:57][N:56]2[CH:58]=1, predict the reactants needed to synthesize it. The reactants are: CN(C(ON1N=NC2C=CC=NC1=2)=[N+](C)C)C.F[P-](F)(F)(F)(F)F.[CH3:25][C:26]1[O:27][C:28]([C:32]([OH:34])=O)=[C:29]([CH3:31])[N:30]=1.CCN(C(C)C)C(C)C.[Si]([O:51][C:52]1[CH:53]=[N:54][C:55]2[N:56]([CH:58]=[C:59]([C:61]3[CH:62]=[C:63]([CH:65]=[CH:66][C:67]=3[F:68])[NH2:64])[N:60]=2)[CH:57]=1)(C(C)(C)C)(C)C. (7) Given the product [C:1]1([C:18]2[CH:17]=[CH:16][C:15]3[C:20](=[CH:21][C:22]4[C:13]([CH:14]=3)=[CH:12][CH:11]=[CH:24][CH:23]=4)[CH:19]=2)[CH:6]=[CH:5][CH:4]=[CH:3][CH:2]=1, predict the reactants needed to synthesize it. The reactants are: [C:1]1(B(O)O)[CH:6]=[CH:5][CH:4]=[CH:3][CH:2]=1.Br[C:11]1[CH:24]=[CH:23][C:22]2[C:13](=[CH:14][C:15]3[C:20]([CH:21]=2)=[CH:19][C:18](Br)=[CH:17][CH:16]=3)[CH:12]=1.C(=O)([O-])[O-].[Na+].[Na+].